Task: Predict the reaction yield, written as a fraction of the theoretical maximum amount of product (1.0 means a 100% yield; for example, 0.34 means a 34% yield).. Dataset: Reaction yield outcomes from USPTO patents with 853,638 reactions (1) The reactants are [F:1][C:2]1[CH:7]=[CH:6][C:5]([C:8]2[N:12]=[N:11][N:10]([CH3:13])[C:9]=2[CH:14]=O)=[CH:4][CH:3]=1.[C:16](=O)([O-])[O-].[K+].[K+].COP(C(=[N+]=[N-])C(=O)C)(=O)OC.C(=O)([O-])[O-].[Na+].[Na+]. The product is [C:14]([C:9]1[N:10]([CH3:13])[N:11]=[N:12][C:8]=1[C:5]1[CH:6]=[CH:7][C:2]([F:1])=[CH:3][CH:4]=1)#[CH:16]. The catalyst is CO. The yield is 0.920. (2) The reactants are [Br:1][C:2]1[CH:7]=[C:6]([Cl:8])[CH:5]=[CH:4][C:3]=1/[CH:9]=[CH:10]/[C:11]([O:13][CH3:14])=[O:12].C(O)C.C1COCC1. The catalyst is C1C=CC(P(C2C=CC=CC=2)C2C=CC=CC=2)=CC=1.C1C=CC(P(C2C=CC=CC=2)C2C=CC=CC=2)=CC=1.C1C=CC(P(C2C=CC=CC=2)C2C=CC=CC=2)=CC=1.[Cl-].[Rh]. The product is [Br:1][C:2]1[CH:7]=[C:6]([Cl:8])[CH:5]=[CH:4][C:3]=1[CH2:9][CH2:10][C:11]([O:13][CH3:14])=[O:12]. The yield is 0.900.